From a dataset of Reaction yield outcomes from USPTO patents with 853,638 reactions. Predict the reaction yield, written as a fraction of the theoretical maximum amount of product (1.0 means a 100% yield; for example, 0.34 means a 34% yield). (1) The reactants are [OH-:1].[K+].[CH3:3][C:4]1[N:8]([CH2:9][C:10]2[C:19]3[C:14](=[CH:15][CH:16]=[CH:17][CH:18]=3)[CH:13]=[CH:12][CH:11]=2)[C:7]2[CH:20]=[C:21]([N:26]3[CH2:31][CH2:30][O:29][CH2:28][CH2:27]3)[CH:22]=[C:23]([C:24]#[N:25])[C:6]=2[N:5]=1.OO. The catalyst is O.C1COCC1. The product is [CH3:3][C:4]1[N:8]([CH2:9][C:10]2[C:19]3[C:14](=[CH:15][CH:16]=[CH:17][CH:18]=3)[CH:13]=[CH:12][CH:11]=2)[C:7]2[CH:20]=[C:21]([N:26]3[CH2:31][CH2:30][O:29][CH2:28][CH2:27]3)[CH:22]=[C:23]([C:24]([NH2:25])=[O:1])[C:6]=2[N:5]=1. The yield is 0.720. (2) The reactants are N(C(C)(C)C#N)=NC(C)(C)C#N.[CH3:13][C:14]1[CH:23]=[C:22]2[C:17]([CH:18]=[CH:19][C:20]([C:24]#[N:25])=[CH:21]2)=[CH:16][CH:15]=1.[Br:26]N1C(=O)CCC1=O. The catalyst is C(#N)CC. The product is [Br:26][CH2:13][C:14]1[CH:23]=[C:22]2[C:17]([CH:18]=[CH:19][C:20]([C:24]#[N:25])=[CH:21]2)=[CH:16][CH:15]=1. The yield is 0.260.